Dataset: Retrosynthesis with 50K atom-mapped reactions and 10 reaction types from USPTO. Task: Predict the reactants needed to synthesize the given product. (1) Given the product COc1ccc2c(-c3ccccc3)c(C(=O)c3ccccc3OC)sc2c1, predict the reactants needed to synthesize it. The reactants are: COc1ccc2c(-c3ccccc3)csc2c1.COc1ccccc1C(=O)Cl. (2) Given the product O=C(NCc1cccc(Cl)c1)c1c[nH]c2ccccc12, predict the reactants needed to synthesize it. The reactants are: NCc1cccc(Cl)c1.O=C(O)c1c[nH]c2ccccc12. (3) Given the product COc1ccc(C(O)c2ccc3cccnc3c2[N+](=O)[O-])cc1F, predict the reactants needed to synthesize it. The reactants are: COc1ccc([Mg+])cc1F.O=Cc1ccc2cccnc2c1[N+](=O)[O-]. (4) Given the product Cc1cccc(C(=O)Nc2cccc(Br)n2)n1, predict the reactants needed to synthesize it. The reactants are: Cc1cccc(C(=O)O)n1.Nc1cccc(Br)n1.